Dataset: Forward reaction prediction with 1.9M reactions from USPTO patents (1976-2016). Task: Predict the product of the given reaction. (1) Given the reactants [CH3:1][N:2]1[C:10]2[C:5](=[CH:6][C:7]([C:11]3[N:16]4[N:17]=[C:18]([NH2:20])[N:19]=[C:15]4[CH:14]=[N:13][CH:12]=3)=[CH:8][CH:9]=2)[CH:4]=[N:3]1.BrC1C=CC([CH2:28][S:29](CC2C=CC(Br)=CC=2)(=[O:31])=[O:30])=CC=1.[CH:40]1(P([CH:40]2[CH2:45][CH2:44][CH2:43][CH2:42][CH2:41]2)C2C=CC=CC=2C2C=CC=CC=2N(C)C)[CH2:45][CH2:44][CH2:43][CH2:42][CH2:41]1, predict the reaction product. The product is: [CH3:28][S:29]([C:40]1[CH:45]=[CH:44][C:43]([NH:20][C:18]2[N:19]=[C:15]3[CH:14]=[N:13][CH:12]=[C:11]([C:7]4[CH:6]=[C:5]5[C:10](=[CH:9][CH:8]=4)[N:2]([CH3:1])[N:3]=[CH:4]5)[N:16]3[N:17]=2)=[CH:42][CH:41]=1)(=[O:31])=[O:30]. (2) Given the reactants [NH2:1][C:2]1[C:11]([CH3:12])=[CH:10][CH:9]=[CH:8][C:3]=1[O:4][CH2:5][C:6]#[N:7].[Cl:13][C:14]1[N:19]=[C:18](Cl)[C:17]([Cl:21])=[CH:16][N:15]=1, predict the reaction product. The product is: [Cl:13][C:14]1[N:19]=[C:18]([NH:1][C:2]2[C:11]([CH3:12])=[CH:10][CH:9]=[CH:8][C:3]=2[O:4][CH2:5][C:6]#[N:7])[C:17]([Cl:21])=[CH:16][N:15]=1.[NH2:1][C:2]1[C:11]([CH3:12])=[CH:10][CH:9]=[CH:8][C:3]=1[O:4][CH2:5][C:6]#[N:7]. (3) The product is: [ClH:38].[NH2:24][C:20]1([C:17]2[CH:16]=[CH:15][C:14]([C:11]3[C:12](=[O:13])[C:7]4[C:8]([O:9][C:10]=3[C:32]3[CH:33]=[CH:34][CH:35]=[CH:36][CH:37]=3)=[C:3]([C:1]#[N:2])[N:4]=[CH:5][CH:6]=4)=[CH:19][CH:18]=2)[CH2:23][CH2:22][CH2:21]1. Given the reactants [C:1]([C:3]1[N:4]=[CH:5][CH:6]=[C:7]2[C:12](=[O:13])[C:11]([C:14]3[CH:19]=[CH:18][C:17]([C:20]4([NH:24]C(=O)OC(C)(C)C)[CH2:23][CH2:22][CH2:21]4)=[CH:16][CH:15]=3)=[C:10]([C:32]3[CH:37]=[CH:36][CH:35]=[CH:34][CH:33]=3)[O:9][C:8]=12)#[N:2].[ClH:38], predict the reaction product. (4) Given the reactants [Cl:1][C:2]1[CH:7]=[CH:6][C:5]([C:8]2[CH:13]=[CH:12][N:11]=[CH:10][C:9]=2[CH2:14][OH:15])=[C:4](F)[CH:3]=1.[H-].[Na+], predict the reaction product. The product is: [Cl:1][C:2]1[CH:7]=[CH:6][C:5]2[C:8]3[C:9](=[CH:10][N:11]=[CH:12][CH:13]=3)[CH2:14][O:15][C:4]=2[CH:3]=1.